Dataset: Reaction yield outcomes from USPTO patents with 853,638 reactions. Task: Predict the reaction yield, written as a fraction of the theoretical maximum amount of product (1.0 means a 100% yield; for example, 0.34 means a 34% yield). (1) The catalyst is C(Cl)(Cl)Cl.C(O)(=O)C. The yield is 1.00. The reactants are [Cl:1][C:2]1[CH:3]=[CH:4][C:5]2[S:9][C:8](=[O:10])[N:7]([CH2:11][CH:12]=O)[C:6]=2[CH:14]=1.[O:15]1[C:24]2[CH:23]=[C:22]([CH2:25][N:26]([CH:34]3[CH2:39][CH2:38][NH:37][CH2:36][CH2:35]3)[C:27](=[O:33])[O:28][C:29]([CH3:32])([CH3:31])[CH3:30])[N:21]=[CH:20][C:19]=2[O:18][CH2:17][CH2:16]1.CO. The product is [Cl:1][C:2]1[CH:3]=[CH:4][C:5]2[S:9][C:8](=[O:10])[N:7]([CH2:11][CH2:12][N:37]3[CH2:36][CH2:35][CH:34]([N:26]([CH2:25][C:22]4[N:21]=[CH:20][C:19]5[O:18][CH2:17][CH2:16][O:15][C:24]=5[CH:23]=4)[C:27](=[O:33])[O:28][C:29]([CH3:31])([CH3:32])[CH3:30])[CH2:39][CH2:38]3)[C:6]=2[CH:14]=1. (2) The reactants are Br[C:2]([CH3:8])([CH3:7])[C:3]([O:5][CH3:6])=[O:4].[Cl:9][C:10]1[N:11]=[CH:12][C:13]2[C:18]([I:19])=[CH:17][NH:16][C:14]=2[N:15]=1.[I-].[K+].C(=O)([O-])[O-].[Cs+].[Cs+]. The catalyst is CN(C=O)C.O. The product is [Cl:9][C:10]1[N:11]=[CH:12][C:13]2[C:18]([I:19])=[CH:17][N:16]([C:2]([CH3:8])([CH3:7])[C:3]([O:5][CH3:6])=[O:4])[C:14]=2[N:15]=1. The yield is 0.920. (3) The reactants are [Cl:1][C:2]1[CH:3]=[C:4]2[C:8](=[CH:9][CH:10]=1)[NH:7][CH:6]=[C:5]2[CH2:11][CH2:12][NH:13][C:14](=[O:23])[C:15]1[CH:20]=[CH:19][CH:18]=[C:17]([CH2:21]Cl)[CH:16]=1.[C:24]([C:26]1[CH:31]=[CH:30][C:29](B(O)O)=[CH:28][CH:27]=1)#[N:25].C(=O)([O-])[O-].[Na+].[Na+].[I-].[Na+]. The catalyst is C(COC)OC.O.C1C=CC([P]([Pd]([P](C2C=CC=CC=2)(C2C=CC=CC=2)C2C=CC=CC=2)([P](C2C=CC=CC=2)(C2C=CC=CC=2)C2C=CC=CC=2)[P](C2C=CC=CC=2)(C2C=CC=CC=2)C2C=CC=CC=2)(C2C=CC=CC=2)C2C=CC=CC=2)=CC=1. The product is [Cl:1][C:2]1[CH:3]=[C:4]2[C:8](=[CH:9][CH:10]=1)[NH:7][CH:6]=[C:5]2[CH2:11][CH2:12][NH:13][C:14](=[O:23])[C:15]1[CH:20]=[CH:19][CH:18]=[C:17]([CH2:21][C:29]2[CH:30]=[CH:31][C:26]([C:24]#[N:25])=[CH:27][CH:28]=2)[CH:16]=1. The yield is 0.620. (4) The reactants are [Cl:1][C:2]1[N:10]=[CH:9][CH:8]=[C:7]2[C:3]=1[CH:4]=[CH:5][NH:6]2.[F:11][C:12]1[CH:19]=[CH:18][C:15]([CH2:16]Br)=[CH:14][CH:13]=1.[H-].[Na+].O. The catalyst is CN(C=O)C.CCOC(C)=O. The product is [Cl:1][C:2]1[C:3]2[CH:4]=[CH:5][N:6]([CH2:16][C:15]3[CH:18]=[CH:19][C:12]([F:11])=[CH:13][CH:14]=3)[C:7]=2[CH:8]=[CH:9][N:10]=1. The yield is 0.500. (5) The reactants are [NH2:1][C:2]1[C:3]([C:24]([O:26]C)=[O:25])=[N:4][C:5]([C:8]2[C:17]3[C:12](=[CH:13][CH:14]=[CH:15][CH:16]=3)[CH:11]=[C:10]([N:18]3[CH2:23][CH2:22][O:21][CH2:20][CH2:19]3)[N:9]=2)=[CH:6][N:7]=1.O[Li].O. The catalyst is C1COCC1.CO.O. The product is [NH2:1][C:2]1[C:3]([C:24]([OH:26])=[O:25])=[N:4][C:5]([C:8]2[C:17]3[C:12](=[CH:13][CH:14]=[CH:15][CH:16]=3)[CH:11]=[C:10]([N:18]3[CH2:23][CH2:22][O:21][CH2:20][CH2:19]3)[N:9]=2)=[CH:6][N:7]=1. The yield is 0.850. (6) The yield is 0.850. The product is [CH3:1][C:2]1([CH:10]2[CH2:15][CH2:14][C:13](=[O:16])[CH2:12][CH2:11]2)[O:3][CH2:4][C:5]([CH3:8])([CH3:9])[CH2:6][O:7]1. The reactants are [CH3:1][C:2]1([CH:10]2[CH2:15][CH2:14][CH:13]([OH:16])[CH2:12][CH2:11]2)[O:7][CH2:6][C:5]([CH3:9])([CH3:8])[CH2:4][O:3]1.C[N+]1([O-])CCOCC1.[O-]S([O-])(=S)=O.[Na+].[Na+]. The catalyst is CC#N.CCC[N+](CCC)(CCC)CCC.[O-][Ru](=O)(=O)=O. (7) The reactants are [Cl:1][C:2]1[CH:7]=[CH:6][C:5]([CH2:8][C:9]#[N:10])=[CH:4][C:3]=1[OH:11].[CH:12]1[CH:17]=[CH:16][C:15]([CH2:18]Br)=[CH:14][CH:13]=1. The catalyst is CC#N. The product is [CH2:18]([O:11][C:3]1[CH:4]=[C:5]([CH2:8][C:9]#[N:10])[CH:6]=[CH:7][C:2]=1[Cl:1])[C:15]1[CH:16]=[CH:17][CH:12]=[CH:13][CH:14]=1. The yield is 0.600. (8) The reactants are [CH2:1]([N:4]1[CH:9]([C:10]([O:12][CH3:13])=[O:11])[CH:8]([C:14]2[CH:19]=[CH:18][C:17]([Cl:20])=[C:16]([Cl:21])[CH:15]=2)[C:7]2[CH:22]=[C:23](Br)[S:24][C:6]=2[C:5]1=[O:26])[CH:2]=[CH2:3].C1(P(C2C=CC=CC=2)C2C3OC4C(=CC=CC=4P(C4C=CC=CC=4)C4C=CC=CC=4)C(C)(C)C=3C=CC=2)C=CC=CC=1.C(=O)([O-])[O-].[Cs+].[Cs+].[NH:75]1[CH2:80][CH2:79][O:78][CH2:77][CH2:76]1. The catalyst is C1C=CC(/C=C/C(/C=C/C2C=CC=CC=2)=O)=CC=1.C1C=CC(/C=C/C(/C=C/C2C=CC=CC=2)=O)=CC=1.C1C=CC(/C=C/C(/C=C/C2C=CC=CC=2)=O)=CC=1.[Pd].[Pd].O1CCOCC1. The product is [CH2:1]([N:4]1[CH:9]([C:10]([O:12][CH3:13])=[O:11])[CH:8]([C:14]2[CH:19]=[CH:18][C:17]([Cl:20])=[C:16]([Cl:21])[CH:15]=2)[C:7]2[CH:22]=[C:23]([N:75]3[CH2:80][CH2:79][O:78][CH2:77][CH2:76]3)[S:24][C:6]=2[C:5]1=[O:26])[CH:2]=[CH2:3]. The yield is 0.620. (9) The reactants are [NH:1]1[CH2:4][CH:3]([N:5]2[CH:9]=[CH:8][C:7]([C:10]3[N:22]([CH2:23][C:24]4[CH:29]=[CH:28][CH:27]=[C:26]([Cl:30])[CH:25]=4)[C:13]4[CH:14]=[CH:15][C:16]5[N:17]([C:18]([CH3:21])=[N:19][N:20]=5)[C:12]=4[CH:11]=3)=[N:6]2)[CH2:2]1.[C:31](Cl)(=[O:33])[CH3:32].C(N(CC)CC)C. The catalyst is C(Cl)Cl. The yield is 0.700. The product is [C:31]([N:1]1[CH2:2][CH:3]([N:5]2[CH:9]=[CH:8][C:7]([C:10]3[N:22]([CH2:23][C:24]4[CH:29]=[CH:28][CH:27]=[C:26]([Cl:30])[CH:25]=4)[C:13]4[CH:14]=[CH:15][C:16]5[N:17]([C:18]([CH3:21])=[N:19][N:20]=5)[C:12]=4[CH:11]=3)=[N:6]2)[CH2:4]1)(=[O:33])[CH3:32]. (10) The reactants are [NH2:1][N:2]1[C:6]([C:7]#[N:8])=[C:5]([C:9]2[CH:14]=[CH:13][CH:12]=[C:11]([O:15][CH2:16][C:17]3[CH:22]=[CH:21][CH:20]=[CH:19][CH:18]=3)[CH:10]=2)[CH:4]=[C:3]1[C:23](OCC)=[O:24].[BH4-].[Na+]. The catalyst is C(O)C. The product is [NH2:1][N:2]1[C:3]([CH2:23][OH:24])=[CH:4][C:5]([C:9]2[CH:14]=[CH:13][CH:12]=[C:11]([O:15][CH2:16][C:17]3[CH:18]=[CH:19][CH:20]=[CH:21][CH:22]=3)[CH:10]=2)=[C:6]1[C:7]#[N:8]. The yield is 1.00.